This data is from Catalyst prediction with 721,799 reactions and 888 catalyst types from USPTO. The task is: Predict which catalyst facilitates the given reaction. Reactant: [CH2:1]([N:8]1[CH2:13][CH2:12][CH:11]([NH2:14])[CH2:10][CH2:9]1)[C:2]1[CH:7]=[CH:6][CH:5]=[CH:4][CH:3]=1.[NH:15]1[CH:19]=[C:18]([CH:20]=O)[N:17]=[CH:16]1.C(O[BH-](OC(=O)C)OC(=O)C)(=O)C.[Na+].[OH-].[Na+]. Product: [CH2:1]([N:8]1[CH2:13][CH2:12][CH:11]([NH:14][CH2:20][C:18]2[N:17]=[CH:16][NH:15][CH:19]=2)[CH2:10][CH2:9]1)[C:2]1[CH:3]=[CH:4][CH:5]=[CH:6][CH:7]=1. The catalyst class is: 478.